From a dataset of Forward reaction prediction with 1.9M reactions from USPTO patents (1976-2016). Predict the product of the given reaction. (1) The product is: [CH3:20][O:21][C:22]1[CH:23]=[C:24]([C:28]2[N:29]=[CH:30][C:31]([NH2:40])=[CH:32][C:33]=2[C:34]2[CH:39]=[CH:38][CH:37]=[CH:36][CH:35]=2)[CH:25]=[CH:26][CH:27]=1. Given the reactants C1(C2C=C(N)C=NC=2C2C=CC=CC=2)C=CC=CC=1.[CH3:20][O:21][C:22]1[CH:23]=[C:24]([C:28]2[C:33]([C:34]3[CH:39]=[CH:38][CH:37]=[CH:36][CH:35]=3)=[CH:32][C:31]([N+:40]([O-])=O)=[CH:30][N:29]=2)[CH:25]=[CH:26][CH:27]=1, predict the reaction product. (2) Given the reactants N[CH2:2][C:3]1[CH:11]=[CH:10][CH:9]=[CH:8][C:4]=1[C:5]([OH:7])=[O:6].[C:12](Cl)(=[O:15])[CH2:13][CH3:14].O.O.C[N:20](C=O)C, predict the reaction product. The product is: [CH3:2][C:3]1[CH:11]=[CH:10][CH:9]=[C:8]([NH:20][C:12](=[O:15])[CH2:13][CH3:14])[C:4]=1[C:5]([OH:7])=[O:6]. (3) Given the reactants [NH2:1][C:2]1[C:3]2[CH:10]=[CH:9][N:8]([C@@H:11]3[O:15][C:14]([CH2:18][OH:19])([CH2:16][OH:17])[C@@H:13]([O:20][Si:21]([C:24]([CH3:27])([CH3:26])[CH3:25])([CH3:23])[CH3:22])[CH2:12]3)[C:4]=2[N:5]=[CH:6][N:7]=1.I(C1C=CC=CC=1C(O)=O)(=O)=O, predict the reaction product. The product is: [NH2:1][C:2]1[C:3]2[CH:10]=[CH:9][N:8]([C@@H:11]3[O:15][C@@:14]([CH2:18][OH:19])([CH:16]=[O:17])[C@@H:13]([O:20][Si:21]([C:24]([CH3:27])([CH3:26])[CH3:25])([CH3:22])[CH3:23])[CH2:12]3)[C:4]=2[N:5]=[CH:6][N:7]=1. (4) Given the reactants [OH:1][C:2]([CH2:4][CH2:5][CH2:6]C[C@H]1[C@@H]2[C@@H](NC(N2)=O)CS1)=[O:3].O=C[C@@H]([C@H]([C@@H]([C@@H](CO)O)O)O)O.S([O-])([O-])(=O)=O.[NH4+].[NH4+].OP([O-])(O)=O.[K+].CC1[N+:47](CC2C=NC(C)=NC=2N)=CSC=1CCO.Cl.[Cl-].[OH-].[K+].[C:64](=[O:67])([O-:66])[O-].[Ca+2], predict the reaction product. The product is: [NH2:47][C@H:4]([C:2]([OH:1])=[O:3])[CH2:5][CH2:6][C:64]([OH:66])=[O:67]. (5) Given the reactants O[CH2:2][C:3]1[CH:4]=[C:5]([CH:10]=[C:11]([N:13]([CH3:18])[S:14]([CH3:17])(=[O:16])=[O:15])[CH:12]=1)[C:6]([O:8][CH3:9])=[O:7].C1(P([N:33]=[N+:34]=[N-:35])(C2C=CC=CC=2)=O)C=CC=CC=1.N12CCCN=C1CCCCC2, predict the reaction product. The product is: [N:33]([CH2:2][C:3]1[CH:4]=[C:5]([CH:10]=[C:11]([N:13]([CH3:18])[S:14]([CH3:17])(=[O:16])=[O:15])[CH:12]=1)[C:6]([O:8][CH3:9])=[O:7])=[N+:34]=[N-:35]. (6) The product is: [OH:9][CH2:10][C@H:5]1[C@H:6]([OH:7])[CH:13]=[CH:14][CH2:1][O:4]1. Given the reactants [CH2:1]([O:4][C@@H:5]1[CH2:10][O:9]C(C)(C)[O:7][C@H:6]1[CH:13]=[CH2:14])C=C.Cl.C([O-])(O)=O.[Na+], predict the reaction product.